This data is from Catalyst prediction with 721,799 reactions and 888 catalyst types from USPTO. The task is: Predict which catalyst facilitates the given reaction. (1) Reactant: [Cl:1][C:2]1[CH:7]=[C:6]([Cl:8])[CH:5]=[CH:4][C:3]=1[C:9]1[N:10]=[C:11]([CH2:28][CH3:29])[C:12]([NH:17][C@@H:18]2[C:26]3[C:21](=[CH:22][CH:23]=[CH:24][CH:25]=3)[CH2:20][C@@H:19]2O)=[N:13][C:14]=1[CH2:15][CH3:16].BrC1N=C(CC)C(NC2C3C(=CC=[C:46]([O:49]C)C=3)CC2)=NC=1CC. The catalyst class is: 276. Product: [Cl:1][C:2]1[CH:7]=[C:6]([Cl:8])[CH:5]=[CH:4][C:3]=1[C:9]1[N:10]=[C:11]([CH2:28][CH3:29])[C:12]([NH:17][CH:18]2[C:19]3[C:24](=[CH:23][CH:22]=[C:21]([O:49][CH3:46])[CH:20]=3)[CH2:25][CH2:26]2)=[N:13][C:14]=1[CH2:15][CH3:16]. (2) Reactant: [CH3:1][O:2][C:3]1[CH:4]=[C:5]([CH:11]([O:26][CH2:27][CH3:28])[CH2:12][N:13]2[CH:17]=[CH:16][N:15](CC3C=CC=CC=3)[C:14]2=[O:25])[CH:6]=[CH:7][C:8]=1[O:9][CH3:10].C1([Li])C=CC=CC=1. Product: [CH3:1][O:2][C:3]1[CH:4]=[C:5]([CH:11]([O:26][CH2:27][CH3:28])[CH2:12][N:13]2[CH:17]=[CH:16][NH:15][C:14]2=[O:25])[CH:6]=[CH:7][C:8]=1[O:9][CH3:10]. The catalyst class is: 1. (3) Product: [Br:3][C:4]1[C:9]2=[N:10][N:11]([CH3:14])[CH:12]=[C:8]2[CH:7]=[CH:6][N:5]=1. The catalyst class is: 3. Reactant: [H-].[Na+].[Br:3][C:4]1[N:5]=[CH:6][CH:7]=[C:8]2[CH:12]=[N:11][NH:10][C:9]=12.I[CH3:14]. (4) Reactant: [C:1]([NH:9][C:10]1[S:11][CH2:12][C@@H:13]2[CH2:19][C@H:18]([C:20]([NH:22][C:23](=[N:25]O)[CH3:24])=[O:21])[O:17][CH2:16][C@:14]2([C:27]2[CH:32]=[CH:31][C:30]([F:33])=[CH:29][C:28]=2[F:34])[N:15]=1)(=[O:8])[C:2]1[CH:7]=[CH:6][CH:5]=[CH:4][CH:3]=1. Product: [F:34][C:28]1[CH:29]=[C:30]([F:33])[CH:31]=[CH:32][C:27]=1[C@:14]12[CH2:16][O:17][C@@H:18]([C:20]3[O:21][N:25]=[C:23]([CH3:24])[N:22]=3)[CH2:19][C@H:13]1[CH2:12][S:11][C:10]([NH:9][C:1](=[O:8])[C:2]1[CH:7]=[CH:6][CH:5]=[CH:4][CH:3]=1)=[N:15]2. The catalyst class is: 9. (5) Reactant: OC(C(F)(F)F)=O.[OH:8][C@H:9]1[C@H:14]([N:15]2[CH2:19][CH2:18][CH2:17][C:16]2=[O:20])[CH2:13][CH2:12][NH:11][CH2:10]1.CCN(C(C)C)C(C)C.[Cl:30][C:31]1[N:35]2[CH:36]=[C:37]([CH:44]3[CH2:46][CH2:45]3)[CH:38]=[C:39]([C:40]([F:43])([F:42])[F:41])[C:34]2=[N:33][C:32]=1[C:47](O)=[O:48].CN(C(ON1N=NC2C=CC=NC1=2)=[N+](C)C)C.F[P-](F)(F)(F)(F)F. Product: [Cl:30][C:31]1[N:35]2[CH:36]=[C:37]([CH:44]3[CH2:46][CH2:45]3)[CH:38]=[C:39]([C:40]([F:42])([F:41])[F:43])[C:34]2=[N:33][C:32]=1[C:47]([N:11]1[CH2:12][CH2:13][C@@H:14]([N:15]2[CH2:19][CH2:18][CH2:17][C:16]2=[O:20])[C@H:9]([OH:8])[CH2:10]1)=[O:48]. The catalyst class is: 31.